This data is from Forward reaction prediction with 1.9M reactions from USPTO patents (1976-2016). The task is: Predict the product of the given reaction. (1) Given the reactants [NH2:1][CH2:2][C:3]1[CH:8]=[CH:7][CH:6]=[CH:5][C:4]=1[N:9]1[C:13]([C:14]2[O:15][CH:16]=[CH:17][CH:18]=2)=[CH:12][C:11]([C:19]([F:22])([F:21])[F:20])=[N:10]1.[CH3:23][C:24]([O:27][C:28](O[C:28]([O:27][C:24]([CH3:26])([CH3:25])[CH3:23])=[O:29])=[O:29])([CH3:26])[CH3:25], predict the reaction product. The product is: [C:28]([NH:1][CH2:2][C:3]1[CH:8]=[CH:7][CH:6]=[CH:5][C:4]=1[N:9]1[C:13]([C:14]2[O:15][CH:16]=[CH:17][CH:18]=2)=[CH:12][C:11]([C:19]([F:22])([F:21])[F:20])=[N:10]1)([O:27][C:24]([CH3:26])([CH3:25])[CH3:23])=[O:29]. (2) The product is: [CH3:3][CH:2]([N:4]1[C:8]2[N:9]=[C:10]([C:18]3[CH:22]=[CH:21][S:20][CH:19]=3)[CH:11]=[C:12]([C:13]([OH:15])=[O:14])[C:7]=2[CH:6]=[N:5]1)[CH3:1]. Given the reactants [CH3:1][CH:2]([N:4]1[C:8]2[N:9]=[C:10]([C:18]3[CH:22]=[CH:21][S:20][CH:19]=3)[CH:11]=[C:12]([C:13]([O:15]CC)=[O:14])[C:7]=2[CH:6]=[N:5]1)[CH3:3].[OH-].[Na+], predict the reaction product. (3) Given the reactants [N:1]1[CH:6]=[CH:5][C:4]([CH2:7][CH2:8][N:9]2[CH:13]=[C:12]([NH2:14])[CH:11]=[N:10]2)=[CH:3][CH:2]=1.N([O-])=O.[Na+].[N-:19]=[N+:20]=[N-].[Na+].[OH-].[Na+], predict the reaction product. The product is: [N:14]([C:12]1[CH:11]=[N:10][N:9]([CH2:8][CH2:7][C:4]2[CH:5]=[CH:6][N:1]=[CH:2][CH:3]=2)[CH:13]=1)=[N+:19]=[N-:20]. (4) Given the reactants [CH:1]1([N:5]2[CH2:11][CH2:10][C:9]3[CH:12]=[CH:13][C:14]([CH2:16][C:17]4[CH:18]=[CH:19][C:20](C#N)=[N:21][CH:22]=4)=[CH:15][C:8]=3[CH2:7][CH2:6]2)[CH2:4][CH2:3][CH2:2]1.[CH:25]([OH:27])=[O:26], predict the reaction product. The product is: [CH:1]1([N:5]2[CH2:11][CH2:10][C:9]3[CH:12]=[CH:13][C:14]([CH2:16][C:17]4[CH:18]=[CH:19][C:20]([C:25]([OH:27])=[O:26])=[N:21][CH:22]=4)=[CH:15][C:8]=3[CH2:7][CH2:6]2)[CH2:2][CH2:3][CH2:4]1. (5) Given the reactants Cl.[C:2]1(=[O:13])[C:7]2([CH2:12][CH2:11][NH:10][CH2:9][CH2:8]2)[CH2:6][CH2:5][CH2:4][NH:3]1.C(N(CC)CC)C.[F:21][C:22]([F:34])([F:33])[C:23]1[CH:28]=[CH:27][C:26]([S:29](Cl)(=[O:31])=[O:30])=[CH:25][CH:24]=1, predict the reaction product. The product is: [F:34][C:22]([F:21])([F:33])[C:23]1[CH:24]=[CH:25][C:26]([S:29]([N:10]2[CH2:11][CH2:12][C:7]3([C:2](=[O:13])[NH:3][CH2:4][CH2:5][CH2:6]3)[CH2:8][CH2:9]2)(=[O:31])=[O:30])=[CH:27][CH:28]=1. (6) Given the reactants [C:1]([O:4][CH:5]=[CH2:6])(=O)[CH3:2].O1C=[CH:11][CH:10]=[CH:9]C1O.C(Cl)(Cl)Cl.[C:18](=O)([O-])[O-:19], predict the reaction product. The product is: [O:4]1[CH2:5][CH2:6][C@H:18]([OH:19])[C@@H:2]2[CH2:9][CH2:10][CH2:11][C@H:1]12. (7) Given the reactants [NH2:1][CH2:2][CH2:3][CH2:4][Si:5]([O:10][CH3:11])([O:8][CH3:9])[O:6][CH3:7].[C:12]([O:16][CH3:17])(=[O:15])[CH:13]=[CH2:14], predict the reaction product. The product is: [CH3:17][O:16][C:12]([CH2:13][CH2:14][N:1]([CH2:2][CH2:3][CH2:4][Si:5]([O:10][CH3:11])([O:6][CH3:7])[O:8][CH3:9])[CH2:14][CH2:13][C:12]([O:16][CH3:17])=[O:15])=[O:15]. (8) The product is: [CH3:25][O:26][C:27]1[CH:34]=[CH:33][CH:32]=[CH:31][C:28]=1[CH2:29][NH:30][C:21]([C:20]1[CH:24]=[C:16]([N:14]2[CH2:13][C@@H:11]3[CH2:12][N:8]([C:6]([O:5][C:1]([CH3:3])([CH3:4])[CH3:2])=[O:7])[CH2:9][C@@H:10]3[CH2:15]2)[CH:17]=[N:18][CH:19]=1)=[O:22]. Given the reactants [C:1]([O:5][C:6]([N:8]1[CH2:12][C@H:11]2[CH2:13][N:14]([C:16]3[CH:17]=[N:18][CH:19]=[C:20]([CH:24]=3)[C:21](O)=[O:22])[CH2:15][C@H:10]2[CH2:9]1)=[O:7])([CH3:4])([CH3:3])[CH3:2].[CH3:25][O:26][C:27]1[CH:34]=[CH:33][CH:32]=[CH:31][C:28]=1[CH2:29][NH2:30], predict the reaction product.